This data is from Catalyst prediction with 721,799 reactions and 888 catalyst types from USPTO. The task is: Predict which catalyst facilitates the given reaction. (1) Reactant: F[C:2]1[C:7]([C:8]#[N:9])=[CH:6][CH:5]=[CH:4][N:3]=1.C(N(CC)CC)C.[CH:17]12[CH2:25][CH2:24][CH:21]([CH2:22][CH2:23]1)[CH2:20][NH:19][CH2:18]2. Product: [CH:17]12[CH2:25][CH2:24][CH:21]([CH2:22][CH2:23]1)[CH2:20][N:19]([C:2]1[N:3]=[CH:4][CH:5]=[CH:6][C:7]=1[C:8]#[N:9])[CH2:18]2. The catalyst class is: 54. (2) Reactant: [CH2:1]([S:13][CH2:14][C@@H:15]([OH:18])[CH2:16][OH:17])[CH2:2][CH2:3][CH2:4][CH2:5][CH2:6][CH2:7][CH2:8][CH2:9][CH2:10][CH2:11][CH3:12].[CH3:19][O:20][C:21]1[CH:42]=[CH:41][C:24]([C:25](Cl)([C:34]2[CH:39]=[CH:38][CH:37]=[CH:36][CH:35]=2)[C:26]2[CH:31]=[CH:30][C:29]([O:32][CH3:33])=[CH:28][CH:27]=2)=[CH:23][CH:22]=1. Product: [CH2:1]([S:13][CH2:14][C@@H:15]([OH:18])[CH2:16][O:17][C:25]([C:34]1[CH:39]=[CH:38][CH:37]=[CH:36][CH:35]=1)([C:26]1[CH:31]=[CH:30][C:29]([O:32][CH3:33])=[CH:28][CH:27]=1)[C:24]1[CH:23]=[CH:22][C:21]([O:20][CH3:19])=[CH:42][CH:41]=1)[CH2:2][CH2:3][CH2:4][CH2:5][CH2:6][CH2:7][CH2:8][CH2:9][CH2:10][CH2:11][CH3:12]. The catalyst class is: 17. (3) Reactant: [C-]#N.[K+].Br[CH2:5][C:6]1[C:7]([Cl:13])=[N:8][C:9]([Cl:12])=[CH:10][CH:11]=1.BrCC1(CBr)C=CC(Cl)=[N:18][CH:17]1Cl. Product: [Cl:13][C:7]1[C:6]([CH2:5][C:17]#[N:18])=[CH:11][CH:10]=[C:9]([Cl:12])[N:8]=1. The catalyst class is: 97. (4) Reactant: [F:1][C:2]([F:16])([F:15])[C:3]1[O:7][N:6]=[C:5]([C:8]2[N:9]=[CH:10][C:11]([NH2:14])=[N:12][CH:13]=2)[N:4]=1.[C:17](Cl)(=[O:19])[CH3:18]. Product: [F:16][C:2]([F:1])([F:15])[C:3]1[O:7][N:6]=[C:5]([C:8]2[N:9]=[CH:10][C:11]([NH:14][C:17](=[O:19])[CH3:18])=[N:12][CH:13]=2)[N:4]=1. The catalyst class is: 17. (5) Reactant: [Br:1][C:2]1[C:3]([OH:16])=[C:4]2[C:9](=[CH:10][CH:11]=1)[N:8]([C:12](=[O:14])[CH3:13])[C@@H:7]([CH3:15])[CH2:6][CH2:5]2.Br[CH2:18][CH2:19][CH3:20].CC(C)([O-])C.[K+].O. Product: [Br:1][C:2]1[C:3]([O:16][CH2:18][CH2:19][CH3:20])=[C:4]2[C:9](=[CH:10][CH:11]=1)[N:8]([C:12](=[O:14])[CH3:13])[C@@H:7]([CH3:15])[CH2:6][CH2:5]2. The catalyst class is: 9.